Dataset: Forward reaction prediction with 1.9M reactions from USPTO patents (1976-2016). Task: Predict the product of the given reaction. Given the reactants [F:1][C:2]1[CH:7]=[CH:6][C:5]([S:8][C:9]2[C:10]([C:22]([O:24]C(C)(C)C)=[O:23])=[N:11][C:12]([S:15][C:16]3[N:20]([CH3:21])[CH:19]=[N:18][N:17]=3)=[CH:13][CH:14]=2)=[CH:4][CH:3]=1.C(O)(C(F)(F)F)=O, predict the reaction product. The product is: [F:1][C:2]1[CH:7]=[CH:6][C:5]([S:8][C:9]2[C:10]([C:22]([OH:24])=[O:23])=[N:11][C:12]([S:15][C:16]3[N:20]([CH3:21])[CH:19]=[N:18][N:17]=3)=[CH:13][CH:14]=2)=[CH:4][CH:3]=1.